From a dataset of Full USPTO retrosynthesis dataset with 1.9M reactions from patents (1976-2016). Predict the reactants needed to synthesize the given product. (1) Given the product [NH2:69][CH2:70][C:71]([NH:1][CH2:2][CH:3]([OH:30])[CH2:4][O:5][C:6]1[C:11]([CH3:12])=[CH:10][C:9]([CH2:13][CH2:14][C:15](=[O:16])[C:17]2[S:24][C:23]([CH3:25])=[C:22]3[C:18]=2[CH2:19][C@H:20]2[C:26]([CH3:27])([CH3:28])[C@H:21]23)=[CH:8][C:7]=1[CH3:29])=[O:72], predict the reactants needed to synthesize it. The reactants are: [NH2:1][CH2:2][CH:3]([OH:30])[CH2:4][O:5][C:6]1[C:11]([CH3:12])=[CH:10][C:9]([CH2:13][CH2:14][C:15]([C:17]2[S:24][C:23]([CH3:25])=[C:22]3[C:18]=2[CH2:19][C@H:20]2[C:26]([CH3:28])([CH3:27])[C@H:21]23)=[O:16])=[CH:8][C:7]=1[CH3:29].CCN(C(C)C)C(C)C.CN(C(ON1N=NC2C=CC=CC1=2)=[N+](C)C)C.[B-](F)(F)(F)F.C(OC([NH:69][CH2:70][C:71](O)=[O:72])=O)(C)(C)C. (2) Given the product [CH:61]([C:64]1[CH:69]=[CH:68][C:67]([O:70][CH3:71])=[CH:66][C:65]=1[N:72]1[C:4](=[O:3])[CH2:5][S:74]/[C:73]/1=[N:75]\[C:33]([NH:32][CH2:35][CH:36]([C:39]1[CH:40]=[CH:41][C:42]([C:45]2[N:49]=[CH:48][N:47]([C:50]3[CH:51]=[CH:52][C:53]([O:56][C:57]([F:59])([F:58])[F:60])=[CH:54][CH:55]=3)[N:46]=2)=[CH:43][CH:44]=1)[CH2:37][CH3:38])=[O:34])([CH3:63])[CH3:62], predict the reactants needed to synthesize it. The reactants are: FC(F)(F)[O:3][C:4]1C=CC(N2C=NC(C3C=CC(C(CC)CC(N=[N+]=[N-])=O)=CC=3)=N2)=C[CH:5]=1.[N:32]([CH2:35][CH:36]([C:39]1[CH:44]=[CH:43][C:42]([C:45]2[N:49]=[CH:48][N:47]([C:50]3[CH:55]=[CH:54][C:53]([O:56][C:57]([F:60])([F:59])[F:58])=[CH:52][CH:51]=3)[N:46]=2)=[CH:41][CH:40]=1)[CH2:37][CH3:38])=[C:33]=[O:34].[CH:61]([C:64]1[CH:69]=[CH:68][C:67]([O:70][CH3:71])=[CH:66][C:65]=1[NH:72][C:73]([NH2:75])=[S:74])([CH3:63])[CH3:62]. (3) Given the product [N:1]1[C:10]2[C:5](=[CH:6][C:7]([CH:11]=[O:12])=[CH:8][CH:9]=2)[CH:4]=[CH:3][CH:2]=1, predict the reactants needed to synthesize it. The reactants are: [N:1]1[C:10]2[C:5](=[CH:6][C:7]([CH2:11][OH:12])=[CH:8][CH:9]=2)[CH:4]=[CH:3][CH:2]=1.C[N+]1([O-])CCOCC1.